Dataset: Catalyst prediction with 721,799 reactions and 888 catalyst types from USPTO. Task: Predict which catalyst facilitates the given reaction. (1) Reactant: [CH2:1]([O:3][C:4](=[O:20])[C:5]([CH3:19])([O:7][C:8]1[CH:13]=[CH:12][C:11]([CH:14]([CH3:17])[CH:15]=[O:16])=[CH:10][C:9]=1[CH3:18])[CH3:6])[CH3:2].CC(=CC)C.Cl([O-])=[O:27].[Na+].O.O.P([O-])(O)(O)=O.[Na+]. Product: [CH2:1]([O:3][C:4](=[O:20])[C:5]([O:7][C:8]1[CH:13]=[CH:12][C:11]([CH:14]([C:15]([OH:27])=[O:16])[CH3:17])=[CH:10][C:9]=1[CH3:18])([CH3:19])[CH3:6])[CH3:2]. The catalyst class is: 664. (2) Reactant: B1([O-])OO1.O.O.O.O.[Na+].C1C[O:13]CC1.[F:15][C:16]1[C:21](B2OC(C)(C)C(C)(C)O2)=[CH:20][CH:19]=[C:18]([F:31])[N:17]=1. Product: [F:15][C:16]1[C:21]([OH:13])=[CH:20][CH:19]=[C:18]([F:31])[N:17]=1. The catalyst class is: 6. (3) Reactant: [NH:1]1[CH2:6][CH2:5][CH2:4][CH2:3][CH:2]1[CH2:7][C:8]1[N:16]=[C:11]2[CH2:12][CH2:13][CH2:14][CH2:15][N:10]2[N:9]=1.N1CCCCC1CC1N=C2C=CC=CN2N=1.CN(C(ON1N=NC2C=CC=NC1=2)=[N+](C)C)C.F[P-](F)(F)(F)(F)F.C(N(CC)C(C)C)(C)C.[F:66][C:67]1[CH:72]=[CH:71][C:70]([C:73]2[S:77][C:76]([CH3:78])=[N:75][C:74]=2[C:79](O)=[O:80])=[CH:69][CH:68]=1. Product: [F:66][C:67]1[CH:68]=[CH:69][C:70]([C:73]2[S:77][C:76]([CH3:78])=[N:75][C:74]=2[C:79]([N:1]2[CH2:6][CH2:5][CH2:4][CH2:3][CH:2]2[CH2:7][C:8]2[N:16]=[C:11]3[CH:12]=[CH:13][CH:14]=[CH:15][N:10]3[N:9]=2)=[O:80])=[CH:71][CH:72]=1. The catalyst class is: 3. (4) Reactant: [H-].[Na+].[Br:3][C:4]1[CH:5]=[C:6]([C:10](=[S:20])[NH:11][C:12]2[C:17]([F:18])=[CH:16][CH:15]=[CH:14][C:13]=2F)[CH:7]=[N:8][CH:9]=1.CN(C=O)C. Product: [Br:3][C:4]1[CH:5]=[C:6]([C:10]2[S:20][C:13]3[CH:14]=[CH:15][CH:16]=[C:17]([F:18])[C:12]=3[N:11]=2)[CH:7]=[N:8][CH:9]=1. The catalyst class is: 11.